This data is from Choline transporter screen with 302,306 compounds. The task is: Binary Classification. Given a drug SMILES string, predict its activity (active/inactive) in a high-throughput screening assay against a specified biological target. (1) The molecule is O=C(N1CCN(CC1)Cc1cc2OCOc2cc1)c1nn(c(=O)c2c1cccc2)c1ccc(OC)cc1. The result is 0 (inactive). (2) The drug is S\1\C(N(CCC)C(=O)C1=C/c1oc(cc1)C)=N\c1ccc(OCC)cc1. The result is 0 (inactive). (3) The molecule is Clc1ccc(NC(=O)c2cc3nsnc3cc2)cc1. The result is 0 (inactive). (4) The molecule is S(=O)(=O)(N1CCC(CC1)C(OCC(=O)N1CCC(CC1)C(OC)=O)=O)c1cc2OCCOc2cc1. The result is 0 (inactive). (5) The compound is O(c1cc(/C=N\c2n(CCN(CC)CC)c3c(n2)cccc3)ccc1OC)C. The result is 0 (inactive). (6) The compound is Oc1c(C(=O)Nc2[nH]ncn2)cccc1. The result is 0 (inactive). (7) The drug is O=C(Nc1ncccn1)/C=C\c1ccc(C(C)(C)C)cc1. The result is 0 (inactive). (8) The molecule is s1cc(c2n(CC(C)C)c(=S)[nH]n2)cc1C. The result is 0 (inactive).